Dataset: hERG Central: cardiac toxicity at 1µM, 10µM, and general inhibition. Task: Predict hERG channel inhibition at various concentrations. (1) The drug is O=C(O)C(=O)O.Oc1ccccc1CN1CCC(C(O)(c2ccccc2)c2ccccc2)CC1. Results: hERG_inhib (hERG inhibition (general)): blocker. (2) The molecule is CCN(CCCNC(=O)Cn1ncc2c([nH]c3ccc(C)cc32)c1=O)Cc1ccccc1. Results: hERG_inhib (hERG inhibition (general)): blocker. (3) The molecule is COc1ccc(CN2CCCC(C(=O)N3CCc4ccccc4C3)C2)cc1OC. Results: hERG_inhib (hERG inhibition (general)): blocker. (4) The drug is COc1ccc(NC(=O)CN2CCN(CC(=O)Nc3ccccc3Cl)CC2)cc1. Results: hERG_inhib (hERG inhibition (general)): blocker. (5) Results: hERG_inhib (hERG inhibition (general)): blocker. The drug is CN1CCN(c2ccc([N+](=O)[O-])cc2C(=O)c2ccc(Br)cc2)CC1. (6) The drug is CCCCC(=O)N1CCCC(c2nc3c(nnn3Cc3cc(C)ccc3C)c(=O)[nH]2)C1. Results: hERG_inhib (hERG inhibition (general)): blocker. (7) The compound is Cc1cccc(Nc2cc(C)nc3ccccc23)c1.Cl. Results: hERG_inhib (hERG inhibition (general)): blocker. (8) The molecule is COc1cccc(N2C(=O)CC(N3CCN(c4ccc([N+](=O)[O-])cc4)CC3)C2=O)c1. Results: hERG_inhib (hERG inhibition (general)): blocker. (9) The compound is C=CCNCCCOc1ccc(Cl)cc1C(C)(C)C.O=C(O)C(=O)O. Results: hERG_inhib (hERG inhibition (general)): blocker.